This data is from Full USPTO retrosynthesis dataset with 1.9M reactions from patents (1976-2016). The task is: Predict the reactants needed to synthesize the given product. The reactants are: [F:1][C:2]([F:39])([F:38])[C:3]1[CH:4]=[C:5]([C@H:13]2[O:17][C:16](=[O:18])[N:15]([CH2:19][C:20]3[C:25](B4OC(C)(C)C(C)(C)O4)=[CH:24][N:23]=[C:22]([S:35][CH3:36])[N:21]=3)[C@H:14]2[CH3:37])[CH:6]=[C:7]([C:9]([F:12])([F:11])[F:10])[CH:8]=1.Br[C:41]1[S:45][C:44]([C:46]2[CH:54]=[CH:53][C:49]([C:50]([OH:52])=[O:51])=[CH:48][C:47]=2[CH3:55])=[N:43][C:42]=1[CH3:56].P([O-])([O-])([O-])=O.[K+].[K+].[K+]. Given the product [F:1][C:2]([F:38])([F:39])[C:3]1[CH:4]=[C:5]([C@H:13]2[O:17][C:16](=[O:18])[N:15]([CH2:19][C:20]3[C:25]([C:41]4[S:45][C:44]([C:46]5[CH:54]=[CH:53][C:49]([C:50]([OH:52])=[O:51])=[CH:48][C:47]=5[CH3:55])=[N:43][C:42]=4[CH3:56])=[CH:24][N:23]=[C:22]([S:35][CH3:36])[N:21]=3)[C@H:14]2[CH3:37])[CH:6]=[C:7]([C:9]([F:12])([F:11])[F:10])[CH:8]=1, predict the reactants needed to synthesize it.